Dataset: Reaction yield outcomes from USPTO patents with 853,638 reactions. Task: Predict the reaction yield, written as a fraction of the theoretical maximum amount of product (1.0 means a 100% yield; for example, 0.34 means a 34% yield). (1) The reactants are C(OC(=O)[NH:7][CH:8]([C:10](=[O:27])[NH:11][C:12]1[CH:17]=[CH:16][C:15]([Br:18])=[CH:14][C:13]=1[C:19]([C:21]1[CH:26]=[CH:25][CH:24]=[CH:23][N:22]=1)=O)[CH3:9])(C)(C)C.Cl. The catalyst is C(Cl)(Cl)Cl. The product is [Br:18][C:15]1[CH:16]=[CH:17][C:12]2[NH:11][C:10](=[O:27])[CH:8]([CH3:9])[N:7]=[C:19]([C:21]3[CH:26]=[CH:25][CH:24]=[CH:23][N:22]=3)[C:13]=2[CH:14]=1. The yield is 0.800. (2) The reactants are [CH:1]([O:4][C:5]1[CH:6]=[C:7](/[CH:11]=[CH:12]/[CH2:13][C@H:14]([OH:16])[CH3:15])[CH:8]=[N:9][CH:10]=1)([CH3:3])[CH3:2].[C:17]1([CH3:27])[CH:22]=[CH:21][C:20]([S:23](Cl)(=[O:25])=[O:24])=[CH:19][CH:18]=1. The catalyst is N1C=CC=CC=1. The product is [C:17]1([CH3:27])[CH:22]=[CH:21][C:20]([S:23]([O:16][C@@H:14]([CH2:13]/[CH:12]=[CH:11]/[C:7]2[CH:8]=[N:9][CH:10]=[C:5]([O:4][CH:1]([CH3:3])[CH3:2])[CH:6]=2)[CH3:15])(=[O:25])=[O:24])=[CH:19][CH:18]=1. The yield is 0.815.